This data is from Catalyst prediction with 721,799 reactions and 888 catalyst types from USPTO. The task is: Predict which catalyst facilitates the given reaction. (1) Reactant: Br[CH2:2][C:3]1[CH:13]=[CH:12][C:11]([O:14][CH:15]([F:17])[F:16])=[CH:10][C:4]=1[C:5]([O:7]CC)=O.[CH3:18][N:19]1[C:27]2[C:22](=[CH:23][C:24]([NH2:28])=[CH:25][CH:26]=2)[CH:21]=[CH:20]1.C(N(CC)C(C)C)(C)C. Product: [F:17][CH:15]([F:16])[O:14][C:11]1[CH:10]=[C:4]2[C:3]([CH2:2][N:28]([C:24]3[CH:23]=[C:22]4[C:27](=[CH:26][CH:25]=3)[N:19]([CH3:18])[CH:20]=[CH:21]4)[C:5]2=[O:7])=[CH:13][CH:12]=1. The catalyst class is: 8. (2) Reactant: [Cl:1][C:2]1[CH:7]=[C:6]([Cl:8])[CH:5]=[CH:4][C:3]=1[CH2:9][CH2:10][NH:11][C:12]1[N:17]=[C:16]([O:18][CH3:19])[N:15]=[C:14]([C:20]2[CH:21]=[C:22]([OH:26])[CH:23]=[CH:24][CH:25]=2)[CH:13]=1.Br[C:28]([CH3:35])([CH3:34])[C:29]([O:31][CH2:32][CH3:33])=[O:30]. Product: [CH2:32]([O:31][C:29](=[O:30])[C:28]([O:26][C:22]1[CH:23]=[CH:24][CH:25]=[C:20]([C:14]2[CH:13]=[C:12]([NH:11][CH2:10][CH2:9][C:3]3[CH:4]=[CH:5][C:6]([Cl:8])=[CH:7][C:2]=3[Cl:1])[N:17]=[C:16]([O:18][CH3:19])[N:15]=2)[CH:21]=1)([CH3:35])[CH3:34])[CH3:33]. The catalyst class is: 10. (3) Reactant: Br[C:2]1[CH:14]=[CH:13][C:5]([O:6][CH:7]2[CH2:12][CH2:11][O:10][CH2:9][CH2:8]2)=[CH:4][CH:3]=1.C([Li])CCC.[S:20](Cl)([Cl:23])(=[O:22])=[O:21]. Product: [O:10]1[CH2:11][CH2:12][CH:7]([O:6][C:5]2[CH:13]=[CH:14][C:2]([S:20]([Cl:23])(=[O:22])=[O:21])=[CH:3][CH:4]=2)[CH2:8][CH2:9]1. The catalyst class is: 188. (4) Product: [CH3:28][C:27]1[CH:11]=[CH:10][C:9]([S:6]([NH:5][C@H:30]([C:31]([NH:24][CH2:23][CH2:22][CH2:21][CH2:20][C@H:4]([N:5]([S:6]([C:9]2[CH:14]=[CH:13][C:12]([CH3:15])=[CH:11][CH:10]=2)(=[O:8])=[O:7])[CH2:16][CH:17]([CH3:18])[CH3:19])[C:3]([O:2][CH3:1])=[O:25])=[O:34])[CH2:26][C:27]2[CH:21]=[CH:20][CH:4]=[CH:3][CH:28]=2)(=[O:7])=[O:8])=[CH:30][CH:26]=1. Reactant: [CH3:1][O:2][C:3](=[O:25])[C@H:4]([CH2:20][CH2:21][CH2:22][CH2:23][NH2:24])[N:5]([CH2:16][CH:17]([CH3:19])[CH3:18])[S:6]([C:9]1[CH:14]=[CH:13][C:12]([CH3:15])=[CH:11][CH:10]=1)(=[O:8])=[O:7].[CH2:26]1[CH2:30]O[CH2:28][CH2:27]1.[C:31]([O-:34])([O-])=O.[K+].[K+]. The catalyst class is: 33. (5) Reactant: [CH3:1][CH:2]([O:11][C:12]1[CH:17]=[CH:16][C:15]([C:18]2[CH:27]=[CH:26][C:21]([C:22]([O:24]C)=[O:23])=[CH:20][CH:19]=2)=[CH:14][CH:13]=1)[CH2:3][NH:4][S:5]([CH:8]([CH3:10])[CH3:9])(=[O:7])=[O:6].[OH-].[Li+].C1COCC1.CO. Product: [CH3:1][CH:2]([O:11][C:12]1[CH:17]=[CH:16][C:15]([C:18]2[CH:19]=[CH:20][C:21]([C:22]([OH:24])=[O:23])=[CH:26][CH:27]=2)=[CH:14][CH:13]=1)[CH2:3][NH:4][S:5]([CH:8]([CH3:9])[CH3:10])(=[O:7])=[O:6]. The catalyst class is: 6. (6) Reactant: [Cl:1][C:2]1[C:3](F)=[N:4][CH:5]=[C:6]([O:8][CH2:9][CH:10]([O:14][CH2:15][CH3:16])[O:11][CH2:12][CH3:13])[CH:7]=1.CC(C)([O-])C.[K+].CN(C)C(=O)C.[CH3:30][C:31]1[N:32]=[CH:33][C:34]([NH:37][C:38]2[C:47]3[C:42](=[CH:43][CH:44]=[C:45]([OH:48])[CH:46]=3)[N:41]=[CH:40][N:39]=2)=[N:35][CH:36]=1. Product: [Cl:1][C:2]1[C:3]([O:48][C:45]2[CH:46]=[C:47]3[C:42](=[CH:43][CH:44]=2)[N:41]=[CH:40][N:39]=[C:38]3[NH:37][C:34]2[CH:33]=[N:32][C:31]([CH3:30])=[CH:36][N:35]=2)=[N:4][CH:5]=[C:6]([O:8][CH2:9][CH:10]([O:14][CH2:15][CH3:16])[O:11][CH2:12][CH3:13])[CH:7]=1. The catalyst class is: 22. (7) Reactant: [F:1][C:2]1[CH:7]=[CH:6][C:5]([C:8]2([CH2:14][O:15][CH:16]([C:18]3[CH:19]=[C:20]([CH3:27])[CH:21]=[C:22]4[C:26]=3[NH:25][N:24]=[CH:23]4)[CH3:17])[CH2:13][CH2:12][NH:11][CH2:10][CH2:9]2)=[CH:4][CH:3]=1.[C:28]([BH3-])#N.[Na+].C=O.C(O)(=O)C. Product: [F:1][C:2]1[CH:7]=[CH:6][C:5]([C:8]2([CH2:14][O:15][CH:16]([C:18]3[CH:19]=[C:20]([CH3:27])[CH:21]=[C:22]4[C:26]=3[NH:25][N:24]=[CH:23]4)[CH3:17])[CH2:13][CH2:12][N:11]([CH3:28])[CH2:10][CH2:9]2)=[CH:4][CH:3]=1. The catalyst class is: 477.